This data is from Full USPTO retrosynthesis dataset with 1.9M reactions from patents (1976-2016). The task is: Predict the reactants needed to synthesize the given product. Given the product [C:1]([O:5][C:6]([N:8]1[CH2:9][CH2:10][CH:11]([N:14]([CH2:15][CH2:16][O:17][CH3:18])[CH2:24][C:20]2[S:19][CH:23]=[CH:22][N:21]=2)[CH2:12][CH2:13]1)=[O:7])([CH3:4])([CH3:3])[CH3:2], predict the reactants needed to synthesize it. The reactants are: [C:1]([O:5][C:6]([N:8]1[CH2:13][CH2:12][CH:11]([NH:14][CH2:15][CH2:16][O:17][CH3:18])[CH2:10][CH2:9]1)=[O:7])([CH3:4])([CH3:3])[CH3:2].[S:19]1[CH:23]=[CH:22][N:21]=[C:20]1[CH:24]=O.C(O)(=O)C.C(O[BH-](OC(=O)C)OC(=O)C)(=O)C.[Na+].